This data is from Forward reaction prediction with 1.9M reactions from USPTO patents (1976-2016). The task is: Predict the product of the given reaction. Given the reactants Br[C:2]1[CH:7]=[CH:6][C:5]([N:8]2[CH:12]=[CH:11][N:10]=[CH:9]2)=[CH:4][C:3]=1[O:13][CH3:14].C([Li])CCC.[B:20](OC)([O:23]C)[O:21]C, predict the reaction product. The product is: [N:8]1([C:5]2[CH:6]=[CH:7][C:2]([B:20]([OH:23])[OH:21])=[C:3]([O:13][CH3:14])[CH:4]=2)[CH:12]=[CH:11][N:10]=[CH:9]1.